From a dataset of Forward reaction prediction with 1.9M reactions from USPTO patents (1976-2016). Predict the product of the given reaction. Given the reactants [Cl:1][C:2]1[CH:7]=[CH:6][C:5]([CH:8]2[CH2:12][NH:11][CH2:10][CH:9]2[N:13]([CH3:28])[C:14](=[O:27])[C:15]2[CH:20]=[CH:19][C:18]([O:21][CH3:22])=[C:17]([C:23]([F:26])([F:25])[F:24])[CH:16]=2)=[CH:4][CH:3]=1.[C:29]([C:31]1[CH:39]=[CH:38][C:34]([C:35](O)=[O:36])=[CH:33][N:32]=1)#[N:30], predict the reaction product. The product is: [Cl:1][C:2]1[CH:3]=[CH:4][C:5]([CH:8]2[CH2:12][N:11]([C:35]([C:34]3[CH:33]=[N:32][C:31]([C:29]#[N:30])=[CH:39][CH:38]=3)=[O:36])[CH2:10][CH:9]2[N:13]([CH3:28])[C:14](=[O:27])[C:15]2[CH:20]=[CH:19][C:18]([O:21][CH3:22])=[C:17]([C:23]([F:24])([F:25])[F:26])[CH:16]=2)=[CH:6][CH:7]=1.